The task is: Predict the reactants needed to synthesize the given product.. This data is from Retrosynthesis with 50K atom-mapped reactions and 10 reaction types from USPTO. (1) Given the product Cc1nnn(-c2ccc(N)cc2)n1, predict the reactants needed to synthesize it. The reactants are: Cc1nnn(-c2ccc([N+](=O)[O-])cc2)n1. (2) Given the product CN(C)CCN1C(=O)CCc2cc([N+](=O)[O-])ccc21, predict the reactants needed to synthesize it. The reactants are: CN(C)CCCl.O=C1CCc2cc([N+](=O)[O-])ccc2N1. (3) Given the product CCCCCC(=O)c1cn(S(=O)(=O)c2ccc(C)cc2)c2ccccc12, predict the reactants needed to synthesize it. The reactants are: CCCCCC(=O)Cl.Cc1ccc(S(=O)(=O)n2ccc3ccccc32)cc1. (4) Given the product CN(Cc1ccccc1)C(=O)c1ccc([C@@H]2C[C@H]2NC(=O)OC(C)(C)C)cc1, predict the reactants needed to synthesize it. The reactants are: CC(C)(C)OC(=O)N[C@@H]1C[C@H]1c1ccc(C(=O)O)cc1.CNCc1ccccc1.